Regression. Given two drug SMILES strings and cell line genomic features, predict the synergy score measuring deviation from expected non-interaction effect. From a dataset of NCI-60 drug combinations with 297,098 pairs across 59 cell lines. (1) Drug 1: CC1CCC2CC(C(=CC=CC=CC(CC(C(=O)C(C(C(=CC(C(=O)CC(OC(=O)C3CCCCN3C(=O)C(=O)C1(O2)O)C(C)CC4CCC(C(C4)OC)OCCO)C)C)O)OC)C)C)C)OC. Drug 2: CC(C)CN1C=NC2=C1C3=CC=CC=C3N=C2N. Cell line: SF-268. Synergy scores: CSS=0.407, Synergy_ZIP=-1.58, Synergy_Bliss=0.270, Synergy_Loewe=-6.88, Synergy_HSA=-3.22. (2) Drug 1: CC1C(C(=O)NC(C(=O)N2CCCC2C(=O)N(CC(=O)N(C(C(=O)O1)C(C)C)C)C)C(C)C)NC(=O)C3=C4C(=C(C=C3)C)OC5=C(C(=O)C(=C(C5=N4)C(=O)NC6C(OC(=O)C(N(C(=O)CN(C(=O)C7CCCN7C(=O)C(NC6=O)C(C)C)C)C)C(C)C)C)N)C. Drug 2: CC1=C(C=C(C=C1)C(=O)NC2=CC(=CC(=C2)C(F)(F)F)N3C=C(N=C3)C)NC4=NC=CC(=N4)C5=CN=CC=C5. Cell line: SF-539. Synergy scores: CSS=23.7, Synergy_ZIP=14.9, Synergy_Bliss=16.0, Synergy_Loewe=14.0, Synergy_HSA=14.1. (3) Drug 1: C1CCC(CC1)NC(=O)N(CCCl)N=O. Drug 2: COC1=NC(=NC2=C1N=CN2C3C(C(C(O3)CO)O)O)N. Cell line: HCC-2998. Synergy scores: CSS=-2.06, Synergy_ZIP=0.0436, Synergy_Bliss=-1.17, Synergy_Loewe=-4.84, Synergy_HSA=-4.48.